Dataset: Catalyst prediction with 721,799 reactions and 888 catalyst types from USPTO. Task: Predict which catalyst facilitates the given reaction. Product: [N+:16]([C:13]1[CH:14]=[CH:15][C:10]([NH:7][C:3]2[CH:4]=[CH:5][CH:6]=[C:1]([NH2:8])[CH:2]=2)=[N:11][CH:12]=1)([O-:18])=[O:17]. Reactant: [C:1]1([NH2:8])[CH:6]=[CH:5][CH:4]=[C:3]([NH2:7])[CH:2]=1.F[C:10]1[CH:15]=[CH:14][C:13]([N+:16]([O-:18])=[O:17])=[CH:12][N:11]=1. The catalyst class is: 16.